From a dataset of Forward reaction prediction with 1.9M reactions from USPTO patents (1976-2016). Predict the product of the given reaction. (1) Given the reactants [Cl:1][C:2]1[CH:22]=[CH:21][C:5]2[N:6](C(OC(C)(C)C)=O)[C:7](=[O:13])[N:8]([CH2:9][CH2:10][CH2:11][Cl:12])[C:4]=2[CH:3]=1, predict the reaction product. The product is: [Cl:1][C:2]1[CH:22]=[CH:21][C:5]2[NH:6][C:7](=[O:13])[N:8]([CH2:9][CH2:10][CH2:11][Cl:12])[C:4]=2[CH:3]=1. (2) Given the reactants [CH3:1][O:2][C:3]1[CH:4]=[C:5]2[C:10](=[CH:11][C:12]=1[O:13][CH3:14])[N:9]=[CH:8][CH:7]=[C:6]2[O:15][C:16]1[CH:22]=[CH:21][C:19]([NH2:20])=[CH:18][CH:17]=1.Cl[C:24](Cl)([O:26][C:27](=[O:33])OC(Cl)(Cl)Cl)Cl.[CH3:35][C:36](=C)[CH2:37]O.C(=O)(O)[O-].[Na+], predict the reaction product. The product is: [CH3:1][O:2][C:3]1[CH:4]=[C:5]2[C:10](=[CH:11][C:12]=1[O:13][CH3:14])[N:9]=[CH:8][CH:7]=[C:6]2[O:15][C:16]1[CH:22]=[CH:21][C:19]([NH:20][C:27](=[O:33])[O:26][CH2:24][C:36]([CH3:37])=[CH2:35])=[CH:18][CH:17]=1. (3) Given the reactants [CH:1]1[C:13]2[CH2:12][C:11]3[C:6](=[CH:7][CH:8]=[CH:9][CH:10]=3)[C:5]=2[CH:4]=[CH:3][CH:2]=1.C(N)CN.C1COCC1.[Li], predict the reaction product. The product is: [CH2:10]1[C:11]2[CH2:12][C:13]3[C:5](=[CH:4][CH:3]=[CH:2][CH:1]=3)[C:6]=2[CH2:7][CH2:8][CH2:9]1. (4) Given the reactants C(OC([NH:8][CH2:9][C:10]1[CH:11]=[N:12][C:13]([CH2:16][N:17]2[CH2:22][CH2:21][CH2:20][CH2:19][CH2:18]2)=[CH:14][CH:15]=1)=O)(C)(C)C.Cl, predict the reaction product. The product is: [NH2:8][CH2:9][C:10]1[CH:15]=[CH:14][C:13]([CH2:16][N:17]2[CH2:22][CH2:21][CH2:20][CH2:19][CH2:18]2)=[N:12][CH:11]=1. (5) Given the reactants Cl[C:2]1[CH:3]=[C:4]([CH:41]=[CH:42][C:43]=1F)[C:5]1[C:10]([C:11]2[CH:20]=[CH:19][C:18]3[C:13](=[CH:14][CH:15]=[C:16]([C:21]4[N:25]([CH:26]5[CH2:31][CH2:30][CH2:29][CH2:28][CH2:27]5)[C:24]5[CH:32]=[CH:33][C:34]([C:36]([OH:38])=[O:37])=[CH:35][C:23]=5[N:22]=4)[CH:17]=3)[N:12]=2)=[CH:9][C:8]([O:39][CH3:40])=[CH:7][CH:6]=1.COC(C1C=C[C:52]2[N:53](C3CCCCC3)C(C3C=C4C(=CC=3)N=C(C3C=C(OC)C=CC=3Br)C=C4)=NC=2C=1)=O.NCC1C=CC(B(O)O)=CC=1, predict the reaction product. The product is: [NH2:53][CH2:52][C:43]1[CH:2]=[CH:3][C:4]([C:5]2[C:10]([C:11]3[CH:20]=[CH:19][C:18]4[C:13](=[CH:14][CH:15]=[C:16]([C:21]5[N:25]([CH:26]6[CH2:31][CH2:30][CH2:29][CH2:28][CH2:27]6)[C:24]6[CH:32]=[CH:33][C:34]([C:36]([OH:38])=[O:37])=[CH:35][C:23]=6[N:22]=5)[CH:17]=4)[N:12]=3)=[CH:9][C:8]([O:39][CH3:40])=[CH:7][CH:6]=2)=[CH:41][CH:42]=1. (6) Given the reactants [O:1]=[C:2]1[CH2:8][CH:7]2[N:9]([C:10]([O:12][C:13]([CH3:16])([CH3:15])[CH3:14])=[O:11])[CH:4]([CH2:5][CH2:6]2)[CH2:3]1.C([N-]C(C)C)(C)C.[Li+].C([C:27]([O:29][CH3:30])=[O:28])#N, predict the reaction product. The product is: [O:1]=[C:2]1[CH2:3][CH:4]2[N:9]([C:10]([O:12][C:13]([CH3:16])([CH3:15])[CH3:14])=[O:11])[CH:7]([CH2:6][CH2:5]2)[CH:8]1[C:27]([O:29][CH3:30])=[O:28].